This data is from CYP1A2 inhibition data for predicting drug metabolism from PubChem BioAssay. The task is: Regression/Classification. Given a drug SMILES string, predict its absorption, distribution, metabolism, or excretion properties. Task type varies by dataset: regression for continuous measurements (e.g., permeability, clearance, half-life) or binary classification for categorical outcomes (e.g., BBB penetration, CYP inhibition). Dataset: cyp1a2_veith. (1) The drug is CCc1ccc2nc(NC(=O)c3cc(C)on3)sc2c1. The result is 1 (inhibitor). (2) The compound is C=C[C@@H]1CN2CC[C@H]1C[C@H]2[C@H](O)c1ccnc2ccccc12. The result is 0 (non-inhibitor). (3) The compound is Cc1c2c(nc3ccccc13)-c1cccc(=O)n1C2. The result is 1 (inhibitor). (4) The drug is O=C(Nc1ccc(Cl)cc1)NC1CCCCC1. The result is 0 (non-inhibitor). (5) The molecule is c1ccc(C[n+]2cccc(-c3cc4ccccc4[nH]3)c2)cc1. The result is 1 (inhibitor).